Predict the reaction yield, written as a fraction of the theoretical maximum amount of product (1.0 means a 100% yield; for example, 0.34 means a 34% yield). From a dataset of Reaction yield outcomes from USPTO patents with 853,638 reactions. (1) The yield is 0.350. The catalyst is CCO.CO.[Pd]. The reactants are C1(C[N:8]2[CH2:13][CH2:12][O:11][CH2:10][C@@H:9]2[C:14]([NH:16][C@@H:17]([C:20](OC)=O)[CH2:18][OH:19])=O)C=CC=CC=1. The product is [CH2:10]1[C@@H:9]2[CH2:14][NH:16][C@H:17]([CH2:18][OH:19])[CH2:20][N:8]2[CH2:13][CH2:12][O:11]1. (2) The reactants are [Br:1][C:2]1[CH:15]=[CH:14][C:5]([CH2:6][N:7]2[CH2:11][C:10](=[O:12])[NH:9][C:8]2=[O:13])=[CH:4][CH:3]=1.[C:16](=O)([O-])[O-].[K+].[K+].IC. The catalyst is CN(C=O)C. The product is [Br:1][C:2]1[CH:15]=[CH:14][C:5]([CH2:6][N:7]2[CH2:11][C:10](=[O:12])[N:9]([CH3:16])[C:8]2=[O:13])=[CH:4][CH:3]=1. The yield is 0.830. (3) The reactants are [Cl:1][C:2]1[CH:3]=[C:4]([F:18])[C:5]([O:9][C:10]2[CH:15]=[CH:14][C:13]([CH:16]=[CH2:17])=[CH:12][CH:11]=2)=[C:6]([F:8])[CH:7]=1.B1C2CCCC1CCC2.[OH-:28].[Na+].OO. The catalyst is C1COCC1. The product is [Cl:1][C:2]1[CH:3]=[C:4]([F:18])[C:5]([O:9][C:10]2[CH:11]=[CH:12][C:13]([CH2:16][CH2:17][OH:28])=[CH:14][CH:15]=2)=[C:6]([F:8])[CH:7]=1. The yield is 0.576. (4) The reactants are [N:1]1[CH:6]=[CH:5][CH:4]=[C:3]([CH:7]=[N:8][N:9]2[CH2:18][C:17]3[C:12](=[CH:13][CH:14]=[C:15]([C:19]([F:28])([C:24]([F:27])([F:26])[F:25])[C:20]([F:23])([F:22])[F:21])[CH:16]=3)[NH:11][C:10]2=[O:29])[CH:2]=1.[H-].[Na+].[C:32](Cl)(=[O:34])[CH3:33]. The product is [C:32]([N:11]1[C:12]2[C:17](=[CH:16][C:15]([C:19]([F:28])([C:24]([F:25])([F:26])[F:27])[C:20]([F:22])([F:21])[F:23])=[CH:14][CH:13]=2)[CH2:18][N:9]([N:8]=[CH:7][C:3]2[CH:2]=[N:1][CH:6]=[CH:5][CH:4]=2)[C:10]1=[O:29])(=[O:34])[CH3:33]. The catalyst is CN(C)C=O. The yield is 0.551. (5) The reactants are [Br:1][C:2]1[CH:3]=[CH:4][CH:5]=[C:6]2[C:11]=1[N:10]=[C:9]([CH3:12])[CH:8]=[CH:7]2.C1C(=O)N([Br:20])C(=O)C1. The catalyst is C(Cl)(Cl)(Cl)Cl.N(C(C)(C)C#N)=NC(C)(C)C#N. The product is [Br:1][C:2]1[CH:3]=[CH:4][CH:5]=[C:6]2[C:11]=1[N:10]=[C:9]([CH2:12][Br:20])[CH:8]=[CH:7]2. The yield is 0.390.